This data is from Reaction yield outcomes from USPTO patents with 853,638 reactions. The task is: Predict the reaction yield, written as a fraction of the theoretical maximum amount of product (1.0 means a 100% yield; for example, 0.34 means a 34% yield). (1) The reactants are [N+:1]([C:4]1[CH:9]=[CH:8][C:7]([C:10]23[CH2:29][CH:14]4[CH2:15][C:16]([NH:18][CH2:19][C:20]([N:22]5[CH2:26][CH2:25][CH2:24][C@H:23]5[C:27]#[N:28])=[O:21])([CH2:17]2)[CH:12]([CH2:13]4)[CH2:11]3)=[CH:6][CH:5]=1)([O-])=O.O.C1COCC1.[NH4+].[Cl-]. The catalyst is [Fe].C(O)C. The product is [NH2:1][C:4]1[CH:5]=[CH:6][C:7]([C:10]23[CH2:29][CH:14]4[CH2:15][C:16]([NH:18][CH2:19][C:20]([N:22]5[CH2:26][CH2:25][CH2:24][C@H:23]5[C:27]#[N:28])=[O:21])([CH2:17]2)[CH:12]([CH2:13]4)[CH2:11]3)=[CH:8][CH:9]=1. The yield is 0.500. (2) The reactants are C(#N)C.[OH:4][CH2:5][CH:6]1[CH2:10][C@@H:9]([C:11]2[N:19]3[C:14]([C:15]([NH:20][C@@H:21]4[C:29]5[C:24](=[CH:25][CH:26]=[CH:27][CH:28]=5)[CH2:23][CH2:22]4)=[N:16][CH:17]=[N:18]3)=[CH:13][CH:12]=2)[CH2:8][C@@H:7]1[O:30][C:31](=[O:38])[C:32]1[CH:37]=[CH:36][CH:35]=[CH:34][CH:33]=1.[S:39](Cl)(=[O:42])(=[O:41])[NH2:40]. The catalyst is C(N(CC)CC)C. The product is [C@@H:21]1([NH:20][C:15]2[C:14]3=[CH:13][CH:12]=[C:11]([C@H:9]4[CH2:8][C@H:7]([O:30][C:31](=[O:38])[C:32]5[CH:33]=[CH:34][CH:35]=[CH:36][CH:37]=5)[CH:6]([CH2:5][O:4][S:39](=[O:42])(=[O:41])[NH2:40])[CH2:10]4)[N:19]3[N:18]=[CH:17][N:16]=2)[C:29]2[C:24](=[CH:25][CH:26]=[CH:27][CH:28]=2)[CH2:23][CH2:22]1. The yield is 1.00. (3) The reactants are [F:1][C:2]1[CH:3]=[C:4]([CH:7]=[C:8]([F:12])[C:9]=1[CH2:10]O)[C:5]#[N:6].P(Br)(Br)[Br:14]. The catalyst is C(Cl)Cl. The yield is 0.630. The product is [Br:14][CH2:10][C:9]1[C:2]([F:1])=[CH:3][C:4]([C:5]#[N:6])=[CH:7][C:8]=1[F:12]. (4) The reactants are Cl[C:2]1[C:11]2[C:6](=[CH:7][C:8]([CH2:12][OH:13])=[CH:9][CH:10]=2)[N:5]=[C:4]([CH3:14])[CH:3]=1.[CH2:15]([NH2:19])[CH2:16][CH2:17][CH3:18]. The catalyst is N1CCCC1. The product is [CH2:15]([NH:19][C:12]([C:8]1[CH:7]=[C:6]2[C:11]([C:2]([N:19]3[CH2:18][CH2:17][CH2:16][CH2:15]3)=[CH:3][C:4]([CH3:14])=[N:5]2)=[CH:10][CH:9]=1)=[O:13])[CH2:16][CH2:17][CH3:18]. The yield is 0.430. (5) The reactants are [CH2:1]([O:3][C:4]([C:6]1[O:7][C:8]2[CH:15]=[CH:14][CH:13]=[C:12]([NH2:16])[C:9]=2[C:10]=1[CH3:11])=[O:5])[CH3:2].IC.[C:19](=O)([O-])[O-].[Na+].[Na+]. The catalyst is C(O)C. The product is [CH2:1]([O:3][C:4]([C:6]1[O:7][C:8]2[CH:15]=[CH:14][CH:13]=[C:12]([NH:16][CH3:19])[C:9]=2[C:10]=1[CH3:11])=[O:5])[CH3:2]. The yield is 0.170. (6) The reactants are [CH2:1]([N+:5]([O-:7])=[O:6])/[CH:2]=[N:3]\O.[Br:8][C:9]1[CH:17]=[C:13]([C:14]([OH:16])=[O:15])[C:12](N)=[CH:11][CH:10]=1.Cl. The catalyst is O. The product is [Br:8][C:9]1[CH:10]=[CH:11][C:12]([NH:3]/[CH:2]=[CH:1]/[N+:5]([O-:7])=[O:6])=[C:13]([CH:17]=1)[C:14]([OH:16])=[O:15]. The yield is 0.910. (7) The reactants are [OH:1][C:2]1[CH:3]=[C:4]([CH:7]=[CH:8][CH:9]=1)[CH:5]=[O:6].C(=O)([O-])[O-].[K+].[K+].Cl.[N:17]1[CH:22]=[CH:21][CH:20]=[CH:19][C:18]=1[CH2:23]Cl. The catalyst is CN(C)C=O. The product is [N:17]1[CH:22]=[CH:21][CH:20]=[CH:19][C:18]=1[CH2:23][O:1][C:2]1[CH:3]=[C:4]([CH:7]=[CH:8][CH:9]=1)[CH:5]=[O:6]. The yield is 0.570. (8) The reactants are [CH3:1][N:2]1[CH2:7][CH2:6][N:5]([C:8]2[N:13]3[C:14]([CH:30]=O)=[C:15]([CH2:17][N:18]([CH3:29])[C@@H:19]4[C:28]5[N:27]=[CH:26][CH:25]=[CH:24][C:23]=5[CH2:22][CH2:21][CH2:20]4)[N:16]=[C:12]3[CH:11]=[CH:10][CH:9]=2)[CH2:4][CH2:3]1.C([O-])(=O)C.[NH4+].C([BH3-])#[N:38].[Na+].C(=O)([O-])[O-].[Na+].[Na+]. The catalyst is CO. The product is [NH2:38][CH2:30][C:14]1[N:13]2[C:8]([N:5]3[CH2:4][CH2:3][N:2]([CH3:1])[CH2:7][CH2:6]3)=[CH:9][CH:10]=[CH:11][C:12]2=[N:16][C:15]=1[CH2:17][N:18]([CH3:29])[C@@H:19]1[C:28]2[N:27]=[CH:26][CH:25]=[CH:24][C:23]=2[CH2:22][CH2:21][CH2:20]1. The yield is 0.490. (9) The catalyst is C1COCC1. The product is [CH:12]([C@H:25]1[O:30][CH2:29][C@@H:28]([NH:31][CH2:32][CH2:33][C:34]2[CH:39]=[CH:38][C:37]([F:40])=[CH:36][CH:35]=2)[CH2:27][CH2:26]1)([C:13]1[CH:18]=[CH:17][CH:16]=[CH:15][CH:14]=1)[C:19]1[CH:20]=[CH:21][CH:22]=[CH:23][CH:24]=1. The yield is 0.810. The reactants are [BH4-].[Na+].B(F)(F)F.CCOCC.[CH:12]([C@H:25]1[O:30][CH2:29][C@@H:28]([NH:31][C:32](=O)[CH2:33][C:34]2[CH:39]=[CH:38][C:37]([F:40])=[CH:36][CH:35]=2)[CH2:27][CH2:26]1)([C:19]1[CH:24]=[CH:23][CH:22]=[CH:21][CH:20]=1)[C:13]1[CH:18]=[CH:17][CH:16]=[CH:15][CH:14]=1.CO. (10) The reactants are [CH3:1][CH:2]1[CH2:6][S:5][CH2:4][CH:3]1[CH2:7][N:8]1[C:16](=[O:17])[C:15]2[C:10](=[CH:11][CH:12]=[CH:13][CH:14]=2)[C:9]1=[O:18].C1C(=O)N([Br:26])C(=O)C1.CC(N=NC(C#N)(C)C)(C#N)C. The catalyst is C(Cl)(Cl)(Cl)Cl. The product is [Br:26][CH2:1][C:2]1[C:3]([CH2:7][N:8]2[C:16](=[O:17])[C:15]3[C:10](=[CH:11][CH:12]=[CH:13][CH:14]=3)[C:9]2=[O:18])=[CH:4][S:5][CH:6]=1. The yield is 0.500.